Dataset: Forward reaction prediction with 1.9M reactions from USPTO patents (1976-2016). Task: Predict the product of the given reaction. Given the reactants [NH2:1][C@@H:2]1[C@@H:11]([OH:12])[CH2:10][CH2:9][C:4]2([O:8][CH2:7][CH2:6][O:5]2)[CH2:3]1.O=[C:14]1[CH2:19][CH2:18][N:17]([C:20]([O:22][CH2:23][C:24]2[CH:29]=[CH:28][CH:27]=[CH:26][CH:25]=2)=[O:21])[CH2:16][CH2:15]1.C(O[BH-](OC(=O)C)OC(=O)C)(=O)C.[Na+].C([O-])(O)=O.[Na+], predict the reaction product. The product is: [OH:12][C@H:11]1[CH2:10][CH2:9][C:4]2([O:5][CH2:6][CH2:7][O:8]2)[CH2:3][C@@H:2]1[NH:1][CH:14]1[CH2:19][CH2:18][N:17]([C:20]([O:22][CH2:23][C:24]2[CH:25]=[CH:26][CH:27]=[CH:28][CH:29]=2)=[O:21])[CH2:16][CH2:15]1.